Dataset: NCI-60 drug combinations with 297,098 pairs across 59 cell lines. Task: Regression. Given two drug SMILES strings and cell line genomic features, predict the synergy score measuring deviation from expected non-interaction effect. (1) Drug 1: C1=CC(=CC=C1CC(C(=O)O)N)N(CCCl)CCCl.Cl. Drug 2: CC1CCCC2(C(O2)CC(NC(=O)CC(C(C(=O)C(C1O)C)(C)C)O)C(=CC3=CSC(=N3)C)C)C. Cell line: SNB-75. Synergy scores: CSS=-2.18, Synergy_ZIP=0.897, Synergy_Bliss=1.11, Synergy_Loewe=-3.69, Synergy_HSA=-2.32. (2) Drug 1: C1C(C(OC1N2C=C(C(=O)NC2=O)F)CO)O. Drug 2: COCCOC1=C(C=C2C(=C1)C(=NC=N2)NC3=CC=CC(=C3)C#C)OCCOC.Cl. Cell line: MOLT-4. Synergy scores: CSS=45.3, Synergy_ZIP=0.912, Synergy_Bliss=-0.236, Synergy_Loewe=-40.8, Synergy_HSA=-0.802.